Task: Regression. Given a peptide amino acid sequence and an MHC pseudo amino acid sequence, predict their binding affinity value. This is MHC class II binding data.. Dataset: Peptide-MHC class II binding affinity with 134,281 pairs from IEDB (1) The peptide sequence is MVGTILEMLGTRLDQ. The MHC is DRB3_0101 with pseudo-sequence DRB3_0101. The binding affinity (normalized) is 0. (2) The peptide sequence is LALVGFLGGLITGIS. The MHC is HLA-DQA10201-DQB10202 with pseudo-sequence HLA-DQA10201-DQB10202. The binding affinity (normalized) is 0.209. (3) The peptide sequence is ELYYAIHKASTVLAF. The MHC is DRB1_0101 with pseudo-sequence DRB1_0101. The binding affinity (normalized) is 0.761. (4) The peptide sequence is VFLGSAHGIPKVPPG. The MHC is HLA-DQA10201-DQB10202 with pseudo-sequence HLA-DQA10201-DQB10202. The binding affinity (normalized) is 0. (5) The peptide sequence is DVKFHGGGQIVGGVY. The MHC is HLA-DQA10501-DQB10301 with pseudo-sequence HLA-DQA10501-DQB10301. The binding affinity (normalized) is 0.793. (6) The peptide sequence is LRKVKRVVASLMRGLHHHHHH. The MHC is DRB1_0901 with pseudo-sequence DRB1_0901. The binding affinity (normalized) is 0.476. (7) The peptide sequence is ALKESWGAIWRIDTP. The MHC is DRB4_0101 with pseudo-sequence DRB4_0103. The binding affinity (normalized) is 0.227. (8) The peptide sequence is TKGEGGVWTFDSEEP. The MHC is HLA-DQA10301-DQB10302 with pseudo-sequence HLA-DQA10301-DQB10302. The binding affinity (normalized) is 0.409. (9) The peptide sequence is PQLTKNAGVLTCSLS. The MHC is HLA-DPA10201-DPB11401 with pseudo-sequence HLA-DPA10201-DPB11401. The binding affinity (normalized) is 0.394. (10) The peptide sequence is VSKAPQLVPKLDEVY. The MHC is HLA-DQA10104-DQB10503 with pseudo-sequence HLA-DQA10104-DQB10503. The binding affinity (normalized) is 0.0697.